Dataset: Catalyst prediction with 721,799 reactions and 888 catalyst types from USPTO. Task: Predict which catalyst facilitates the given reaction. (1) Reactant: Br[C:2]1[CH:3]=[C:4]([NH:8][CH2:9][C:10]2[CH:15]=[CH:14][C:13]([O:16][CH:17]([CH3:19])[CH3:18])=[C:12]([O:20][CH:21]([CH3:23])[CH3:22])[CH:11]=2)[CH:5]=[N:6][CH:7]=1.[NH:24]1[CH:28]=[CH:27][C:26](B(O)O)=[CH:25]1.C(#N)C.C(=O)([O-])[O-].[Na+].[Na+]. Product: [CH:21]([O:20][C:12]1[CH:11]=[C:10]([CH:15]=[CH:14][C:13]=1[O:16][CH:17]([CH3:19])[CH3:18])[CH2:9][NH:8][C:4]1[CH:5]=[N:6][CH:7]=[C:2]([C:26]2[CH:27]=[CH:28][NH:24][CH:25]=2)[CH:3]=1)([CH3:23])[CH3:22]. The catalyst class is: 189. (2) Reactant: [Br:1]N1C(=O)CCC1=O.[C:9]1([C:15]2[C:16]3[C:21]([C:22]([C:29]4[C:34]5=[CH:35][CH:36]=[C:37]6[C:46]([CH:45]=[C:44]7[C:39]([CH:40]=[CH:41][CH:42]=[CH:43]7)=[CH:38]6)=[C:33]5[CH:32]=[CH:31][CH:30]=4)=[C:23]4[C:28]=2[CH:27]=[CH:26][CH:25]=[CH:24]4)=[CH:20][CH:19]=[CH:18][CH:17]=3)[CH:14]=[CH:13][CH:12]=[CH:11][CH:10]=1.C(O)C. Product: [Br:1][C:38]1[C:37]2[C:46]([CH:45]=[C:44]3[C:39]=1[CH:40]=[CH:41][CH:42]=[CH:43]3)=[C:33]1[CH:32]=[CH:31][CH:30]=[C:29]([C:22]3[C:21]4[C:16](=[CH:17][CH:18]=[CH:19][CH:20]=4)[C:15]([C:9]4[CH:10]=[CH:11][CH:12]=[CH:13][CH:14]=4)=[C:28]4[C:23]=3[CH:24]=[CH:25][CH:26]=[CH:27]4)[C:34]1=[CH:35][CH:36]=2. The catalyst class is: 3. (3) Reactant: [CH2:1]([O:8][C:9]([NH:11][C:12]1[C:13]([C:23]([OH:25])=O)=[N:14][C:15]2[C:20]([CH:21]=1)=[CH:19][CH:18]=[C:17]([Br:22])[CH:16]=2)=[O:10])[C:2]1[CH:7]=[CH:6][CH:5]=[CH:4][CH:3]=1.[NH2:26][C:27]1[CH:28]=[N:29][CH:30]=[CH:31][C:32]=1[N:33]1[CH2:38][C@H:37]([CH3:39])[C@@H:36]([O:40][Si:41]([C:44]([CH3:47])([CH3:46])[CH3:45])([CH3:43])[CH3:42])[C@H:35]([NH:48][C:49](=[O:55])[O:50][C:51]([CH3:54])([CH3:53])[CH3:52])[CH2:34]1.CN(C(ON1N=NC2C=CC=NC1=2)=[N+](C)C)C.F[P-](F)(F)(F)(F)F.CCN(C(C)C)C(C)C. Product: [Br:22][C:17]1[CH:16]=[C:15]2[C:20]([CH:21]=[C:12]([NH:11][C:9](=[O:10])[O:8][CH2:1][C:2]3[CH:3]=[CH:4][CH:5]=[CH:6][CH:7]=3)[C:13]([C:23]([NH:26][C:27]3[CH:28]=[N:29][CH:30]=[CH:31][C:32]=3[N:33]3[CH2:38][C@H:37]([CH3:39])[C@@H:36]([O:40][Si:41]([C:44]([CH3:45])([CH3:46])[CH3:47])([CH3:43])[CH3:42])[C@H:35]([NH:48][C:49]([O:50][C:51]([CH3:52])([CH3:54])[CH3:53])=[O:55])[CH2:34]3)=[O:25])=[N:14]2)=[CH:19][CH:18]=1. The catalyst class is: 3. (4) Reactant: [CH3:1][O:2][C:3]1[CH:8]=[C:7]([CH3:9])[C:6]([C:10]2[C:15]([CH3:16])=[CH:14][N:13]=[CH:12][C:11]=2[CH3:17])=[C:5]([CH3:18])[CH:4]=1.[I:19][CH3:20]. Product: [I-:19].[CH3:1][O:2][C:3]1[CH:4]=[C:5]([CH3:18])[C:6]([C:10]2[C:15]([CH3:16])=[CH:14][N+:13]([CH3:20])=[CH:12][C:11]=2[CH3:17])=[C:7]([CH3:9])[CH:8]=1. The catalyst class is: 2. (5) Reactant: [CH3:1][O:2][CH2:3][C:4]1[CH:9]=[CH:8][C:7]([C:10]2[CH:15]=[CH:14][N:13]=[C:12](N3CCN(C(NC4(C)C5CCN(CC5)CC4)=O)CC3C(F)(F)F)[N:11]=2)=[CH:6][CH:5]=1.[OH:39][CH2:40][CH:41]1[NH:46][CH2:45][CH2:44][N:43]([C:47]([O:49][C:50]([CH3:53])([CH3:52])[CH3:51])=[O:48])[CH2:42]1. Product: [OH:39][CH2:40][CH:41]1[N:46]([C:12]2[N:11]=[C:10]([C:7]3[CH:8]=[CH:9][C:4]([CH2:3][O:2][CH3:1])=[CH:5][CH:6]=3)[CH:15]=[CH:14][N:13]=2)[CH2:45][CH2:44][N:43]([C:47]([O:49][C:50]([CH3:53])([CH3:52])[CH3:51])=[O:48])[CH2:42]1. The catalyst class is: 9. (6) Reactant: [F:1][C:2]1[CH:34]=[CH:33][C:5]([CH2:6][CH2:7][C:8]2[CH:16]=[CH:15][C:14]([O:17][CH:18]([C:26]3[CH:31]=[CH:30][C:29]([F:32])=[CH:28][CH:27]=3)[CH2:19][C:20]3[N:24]([CH3:25])[CH:23]=[N:22][CH:21]=3)=[CH:13][C:9]=2[C:10]([O-:12])=[O:11])=[CH:4][CH:3]=1.[OH-].[Na+].CO. Product: [F:1][C:2]1[CH:34]=[CH:33][C:5]([CH2:6][CH2:7][C:8]2[CH:16]=[CH:15][C:14]([O:17][CH:18]([C:26]3[CH:27]=[CH:28][C:29]([F:32])=[CH:30][CH:31]=3)[CH2:19][C:20]3[N:24]([CH3:25])[CH:23]=[N:22][CH:21]=3)=[CH:13][C:9]=2[C:10]([OH:12])=[O:11])=[CH:4][CH:3]=1. The catalyst class is: 6. (7) Reactant: Cl[C:2]1[C:11]2[C:6](=[CH:7][C:8]([O:13][CH3:14])=[C:9]([F:12])[CH:10]=2)[CH:5]=[C:4]([C:15]2[CH:20]=[CH:19][C:18]([O:21][CH:22]([CH3:24])[CH3:23])=[CH:17][CH:16]=2)[N:3]=1.[F-:25].[Cs+]. Product: [F:25][C:2]1[C:11]2[C:6](=[CH:7][C:8]([O:13][CH3:14])=[C:9]([F:12])[CH:10]=2)[CH:5]=[C:4]([C:15]2[CH:20]=[CH:19][C:18]([O:21][CH:22]([CH3:24])[CH3:23])=[CH:17][CH:16]=2)[N:3]=1. The catalyst class is: 16.